Dataset: Forward reaction prediction with 1.9M reactions from USPTO patents (1976-2016). Task: Predict the product of the given reaction. (1) Given the reactants Br[C:2]1[CH:7]=[C:6]([O:8][CH3:9])[CH:5]=[C:4]([Br:10])[CH:3]=1.CCN(CC)CC.[CH3:18][OH:19].CN([CH:23]=[O:24])C, predict the reaction product. The product is: [CH3:18][O:19][C:23](=[O:24])[C:2]1[CH:7]=[C:6]([O:8][CH3:9])[CH:5]=[C:4]([Br:10])[CH:3]=1. (2) Given the reactants [CH3:1][C:2]([CH3:28])([CH3:27])[C:3]([O:5][C:6]1[C:11](=[O:12])[N:10]([CH3:13])[C:9]([C:14]2[CH:19]=[CH:18][CH:17]=[C:16]([N+:20]([O-])=O)[CH:15]=2)=[N:8][C:7]=1[C:23]([O:25][CH3:26])=[O:24])=[O:4], predict the reaction product. The product is: [NH2:20][C:16]1[CH:15]=[C:14]([C:9]2[N:10]([CH3:13])[C:11](=[O:12])[C:6]([O:5][C:3](=[O:4])[C:2]([CH3:28])([CH3:1])[CH3:27])=[C:7]([C:23]([O:25][CH3:26])=[O:24])[N:8]=2)[CH:19]=[CH:18][CH:17]=1.